From a dataset of Full USPTO retrosynthesis dataset with 1.9M reactions from patents (1976-2016). Predict the reactants needed to synthesize the given product. (1) Given the product [C:19]([NH:20][C@H:21]([C:63]([NH:65][CH2:73][CH2:74][CH2:75][CH2:76][CH2:77][O:1][C:2]1[CH:11]=[C:10]([CH3:12])[CH:9]=[C:8]([OH:13])[C:3]=1[C:4]([O:6][CH3:7])=[O:5])=[O:64])[CH2:22][C:23]1[C:32]2[C:31](=[CH:30][CH:29]=[CH:28][CH:27]=2)[C:26]([N:33]([C:34]([C:35]([OH:37])=[O:36])=[O:40])[C:41]2[CH:46]=[CH:45][CH:44]=[CH:43][C:42]=2[C:47]([OH:49])=[O:48])=[CH:25][CH:24]=1)(=[O:94])[CH3:18], predict the reactants needed to synthesize it. The reactants are: [OH:1][C:2]1[CH:11]=[C:10]([CH3:12])[CH:9]=[C:8]([OH:13])[C:3]=1[C:4]([O:6][CH3:7])=[O:5].OCCC[CH2:18][CH2:19][NH:20][C@H:21]([C:63]([NH:65]C(OC(C)(C)C)=O)=[O:64])[CH2:22][C:23]1[C:32]2[C:27](=[CH:28][CH:29]=[CH:30][CH:31]=2)[C:26]([N:33]([C:41]2[CH:46]=[CH:45][CH:44]=[CH:43][C:42]=2[C:47]([O:49]C(C2C=CC=CC=2)C2C=CC=CC=2)=[O:48])[C:34](=[O:40])[C:35]([O:37]CC)=[O:36])=[CH:25][CH:24]=1.[C:73]1(P([C:75]2[CH:76]=[CH:77]C=[CH:73][CH:74]=2)[C:75]2[CH:76]=[CH:77]C=[CH:73][CH:74]=2)C=[CH:77][CH:76]=[CH:75][CH:74]=1.CC[O:94]C(/N=N/C(OCC)=O)=O. (2) Given the product [CH3:18][O:19][C:20]([CH:13]1[CH2:12][CH2:11][O:10][C:9]2[CH:16]=[C:5]([CH2:3][CH3:4])[CH:6]=[CH:7][C:8]=2[C:14]1=[O:15])=[O:21], predict the reactants needed to synthesize it. The reactants are: [H-].[Na+].[CH2:3]([C:5]1[CH:6]=[CH:7][C:8]2[C:14](=[O:15])[CH2:13][CH2:12][CH2:11][O:10][C:9]=2[CH:16]=1)[CH3:4].Cl.[CH3:18][O:19][C:20](=O)[O:21]C. (3) Given the product [Cl:1][CH2:2][CH2:3][CH2:4][O:5][C:6]1[CH:7]=[CH:8][C:9]([C:12]2[S:13][C:14]3[CH2:20][CH2:19][CH2:18][CH:17]([C:21]([OH:23])=[O:22])[C:15]=3[N:16]=2)=[CH:10][CH:11]=1, predict the reactants needed to synthesize it. The reactants are: [Cl:1][CH2:2][CH2:3][CH2:4][O:5][C:6]1[CH:11]=[CH:10][C:9]([C:12]2[S:13][C:14]3[CH2:20][CH2:19][CH2:18][CH:17]([C:21]([O:23]CC)=[O:22])[C:15]=3[N:16]=2)=[CH:8][CH:7]=1.O.[OH-].[Li+]. (4) Given the product [F:24][C:25]1[CH:32]=[CH:31][CH:30]=[C:29]([F:33])[C:26]=1[CH2:27][O:17][C:4]1[C:5]2[N:6]([C:8]([C:12]([O:14][CH2:15][CH3:16])=[O:13])=[C:9]([CH3:11])[N:10]=2)[CH:7]=[C:2]([F:1])[CH:3]=1, predict the reactants needed to synthesize it. The reactants are: [F:1][C:2]1[CH:3]=[C:4]([OH:17])[C:5]2[N:6]([C:8]([C:12]([O:14][CH2:15][CH3:16])=[O:13])=[C:9]([CH3:11])[N:10]=2)[CH:7]=1.C(=O)([O-])[O-].[Cs+].[Cs+].[F:24][C:25]1[CH:32]=[CH:31][CH:30]=[C:29]([F:33])[C:26]=1[CH2:27]Br.O. (5) The reactants are: [F:1][C:2]([F:26])([F:25])[C:3]1[CH:4]=[C:5]([NH:13][C:14]2[C:23]3[C:18](=[CH:19][CH:20]=[CH:21][CH:22]=3)[C:17](Cl)=[N:16][N:15]=2)[CH:6]=[C:7]([C:9]([F:12])([F:11])[F:10])[CH:8]=1.[F:27][C:28]1[CH:33]=[C:32](B2OC(C)(C)C(C)(C)O2)[CH:31]=[CH:30][C:29]=1[C:43](=[O:45])[CH3:44].[O-]P([O-])([O-])=O.[K+].[K+].[K+].[OH-].[Na+]. Given the product [F:1][C:2]([F:26])([F:25])[C:3]1[CH:4]=[C:5]([NH:13][C:14]2[C:23]3[C:18](=[CH:19][CH:20]=[CH:21][CH:22]=3)[C:17]([C:32]3[CH:31]=[CH:30][C:29]([C:43](=[O:45])[CH3:44])=[C:28]([F:27])[CH:33]=3)=[N:16][N:15]=2)[CH:6]=[C:7]([C:9]([F:12])([F:11])[F:10])[CH:8]=1, predict the reactants needed to synthesize it. (6) Given the product [C:14]([C:13]1[CH:16]=[C:17]([C:20]([F:23])([F:21])[F:22])[CH:18]=[CH:19][C:12]=1[N:10]1[CH2:9][CH2:8][O:7][C:6]2[CH:5]=[C:4]([S:25]([Cl:24])(=[O:27])=[O:26])[CH:3]=[C:2]([F:1])[C:11]1=2)#[N:15], predict the reactants needed to synthesize it. The reactants are: [F:1][C:2]1[C:11]2[N:10]([C:12]3[CH:19]=[CH:18][C:17]([C:20]([F:23])([F:22])[F:21])=[CH:16][C:13]=3[C:14]#[N:15])[CH2:9][CH2:8][O:7][C:6]=2[CH:5]=[CH:4][CH:3]=1.[Cl:24][S:25](O)(=[O:27])=[O:26]. (7) Given the product [NH2:17][C@H:5]([CH2:6][C:7]1[CH:15]=[C:14]([CH3:16])[C:10]2[NH:11][N:12]=[N:13][C:9]=2[CH:8]=1)[C:3]([O:2][CH3:1])=[O:4], predict the reactants needed to synthesize it. The reactants are: [CH3:1][O:2][C:3]([C@H:5]([NH:17]C(=O)OCC1C=CC=CC=1)[CH2:6][C:7]1[CH:15]=[C:14]([CH3:16])[C:10]2[NH:11][N:12]=[N:13][C:9]=2[CH:8]=1)=[O:4].